This data is from Forward reaction prediction with 1.9M reactions from USPTO patents (1976-2016). The task is: Predict the product of the given reaction. Given the reactants [CH2:1]1[O:3][CH2:2]1.CC1C([C:11](O)([C:21]2[CH:26]=[CH:25][C:24](N(C)C)=[CH:23][CH:22]=2)[C:12]2C=C[C:15](N(C)C)=[CH:14][CH:13]=2)C(=O)N(C2C=CC(S([O-])(=O)=O)=CC=2)N=1.[NH4+:41].[CH3:42][O-:43].[Na+].P(=O)(O)(O)O, predict the reaction product. The product is: [CH3:26][CH2:25][CH2:24][CH2:23][CH2:22][CH2:21][CH2:11][CH2:12][CH2:13][CH2:14][CH2:15][C:42]([NH:41][CH2:2][CH2:1][OH:3])=[O:43].